Dataset: NCI-60 drug combinations with 297,098 pairs across 59 cell lines. Task: Regression. Given two drug SMILES strings and cell line genomic features, predict the synergy score measuring deviation from expected non-interaction effect. Drug 1: CC(C1=C(C=CC(=C1Cl)F)Cl)OC2=C(N=CC(=C2)C3=CN(N=C3)C4CCNCC4)N. Drug 2: COC1=C(C=C2C(=C1)N=CN=C2NC3=CC(=C(C=C3)F)Cl)OCCCN4CCOCC4. Cell line: DU-145. Synergy scores: CSS=37.3, Synergy_ZIP=4.09, Synergy_Bliss=6.76, Synergy_Loewe=2.81, Synergy_HSA=6.35.